From a dataset of M1 muscarinic receptor antagonist screen with 61,756 compounds. Binary Classification. Given a drug SMILES string, predict its activity (active/inactive) in a high-throughput screening assay against a specified biological target. (1) The compound is S(=O)(=O)(N1CCC(CC1)C(OCC)=O)c1c(=O)n(c(=O)n(c1)C)C. The result is 0 (inactive). (2) The compound is S(=O)(=O)(N1CCN(CC2CCC=CC2)CC1)c1ccc(cc1)C(OCC)=O. The result is 0 (inactive). (3) The compound is Clc1c(C2n3[nH]cnc3=NC(C2)c2cc(OC)ccc2)cccc1. The result is 0 (inactive).